From a dataset of Reaction yield outcomes from USPTO patents with 853,638 reactions. Predict the reaction yield, written as a fraction of the theoretical maximum amount of product (1.0 means a 100% yield; for example, 0.34 means a 34% yield). (1) The reactants are [NH2:1][C:2]1[CH:7]=[CH:6][C:5]([CH:8]2[N:13]([CH2:14][CH3:15])[CH2:12][CH2:11][NH:10][C:9]2=[O:16])=[CH:4][CH:3]=1.Br[C:18]1[C:19](=[O:26])[N:20]([CH3:25])[CH:21]=[C:22]([Br:24])[N:23]=1.CC1(C)[C@]2(CS(O)(=O)=O)C(C[C@H]1CC2)=O. The catalyst is C(O)(C)C. The product is [Br:24][C:22]1[N:23]=[C:18]([NH:1][C:2]2[CH:3]=[CH:4][C:5]([CH:8]3[C:9](=[O:16])[NH:10][CH2:11][CH2:12][N:13]3[CH2:14][CH3:15])=[CH:6][CH:7]=2)[C:19](=[O:26])[N:20]([CH3:25])[CH:21]=1. The yield is 0.790. (2) The reactants are [F:1][C:2]1[CH:11]=[C:10]2[C:5]([C:6]([O:19][CH2:20][CH2:21][O:22]C3CCCCO3)=[C:7]([C:13]3[CH:18]=[CH:17][CH:16]=[CH:15][CH:14]=3)[NH:8][C:9]2=[O:12])=[CH:4][CH:3]=1.C1(C)C=CC(S(O)(=O)=O)=CC=1. The catalyst is CO. The product is [F:1][C:2]1[CH:11]=[C:10]2[C:5]([C:6]([O:19][CH2:20][CH2:21][OH:22])=[C:7]([C:13]3[CH:18]=[CH:17][CH:16]=[CH:15][CH:14]=3)[NH:8][C:9]2=[O:12])=[CH:4][CH:3]=1. The yield is 0.950. (3) The catalyst is C(O)C. The yield is 0.632. The reactants are [NH2:1][C@H:2]([C:4]([OH:6])=[O:5])[CH3:3].[Cl:7][C:8]1[CH:13]=[CH:12][C:11]([S:14]([OH:17])(=[O:16])=[O:15])=[CH:10][CH:9]=1. The product is [Cl:7][C:8]1[CH:9]=[CH:10][C:11]([S:14]([OH:17])(=[O:15])=[O:16])=[CH:12][CH:13]=1.[CH2:8]([O:5][C:4](=[O:6])[C@H:2]([CH3:3])[NH2:1])[CH3:9]. (4) The reactants are [C:1]([O:4][CH2:5][C:6](=O)[CH2:7][O:8][C:9](=[O:11])[CH3:10])(=[O:3])[CH3:2].Cl.[CH3:14][NH:15][CH2:16][C:17]([O:19][C:20]([CH3:23])([CH3:22])[CH3:21])=[O:18].C(O[BH-](OC(=O)C)OC(=O)C)(=O)C.[Na+].CCCCCCC. The catalyst is ClC(Cl)C.CCOC(C)=O. The product is [C:9]([O:8][CH2:7][CH:6]([N:15]([CH3:14])[CH2:16][C:17]([O:19][C:20]([CH3:23])([CH3:22])[CH3:21])=[O:18])[CH2:5][O:4][C:1](=[O:3])[CH3:2])(=[O:11])[CH3:10]. The yield is 0.170. (5) The reactants are C(=O)([O-])[O-].[K+].[K+].Cl.O.[NH:9]1[CH2:14][CH2:13][C:12](=[O:15])[CH2:11][CH2:10]1.[CH3:16][S:17](Cl)(=[O:19])=[O:18]. The catalyst is C(Cl)(Cl)Cl.O. The product is [CH3:16][S:17]([N:9]1[CH2:14][CH2:13][C:12](=[O:15])[CH2:11][CH2:10]1)(=[O:19])=[O:18]. The yield is 0.870. (6) The reactants are [F:1][C:2]([F:33])([F:32])[C:3]1[CH:4]=[C:5]([CH:13]=[CH:14][C:15]([NH:17][C@H:18]([C:28]([O:30]C)=[O:29])[CH2:19][C:20]2[CH:25]=[CH:24][C:23]([O:26][CH3:27])=[CH:22][CH:21]=2)=[O:16])[CH:6]=[C:7]([C:9]([F:12])([F:11])[F:10])[CH:8]=1.[OH-].[Na+]. The catalyst is CO. The product is [F:1][C:2]([F:32])([F:33])[C:3]1[CH:4]=[C:5]([CH:13]=[CH:14][C:15]([NH:17][C@H:18]([C:28]([OH:30])=[O:29])[CH2:19][C:20]2[CH:25]=[CH:24][C:23]([O:26][CH3:27])=[CH:22][CH:21]=2)=[O:16])[CH:6]=[C:7]([C:9]([F:10])([F:11])[F:12])[CH:8]=1. The yield is 0.710. (7) The reactants are C([O:3][C:4](=O)[CH2:5][CH:6]1[S:10][C:9]([C:11]2[NH:12][C:13]3[C:18]([CH:19]=2)=[CH:17][CH:16]=[CH:15][C:14]=3[N:20]([CH3:29])[S:21]([C:24]2[S:25][CH:26]=[CH:27][N:28]=2)(=[O:23])=[O:22])=[N:8][CH2:7]1)C.[BH4-].[Li+]. The catalyst is O1CCCC1.CO.C(OCC)(=O)C.Cl. The product is [OH:3][CH2:4][CH2:5][CH:6]1[S:10][C:9]([C:11]2[NH:12][C:13]3[C:18]([CH:19]=2)=[CH:17][CH:16]=[CH:15][C:14]=3[N:20]([CH3:29])[S:21]([C:24]2[S:25][CH:26]=[CH:27][N:28]=2)(=[O:22])=[O:23])=[N:8][CH2:7]1. The yield is 0.140. (8) The reactants are [O:1]=[C:2]1[CH:10]([CH:11]2[CH2:15][CH2:14][N:13](C(OC(C)(C)C)=O)[CH2:12]2)[C:9]2[C:4](=[CH:5][CH:6]=[C:7]([NH:23][C:24]([C:26]3[S:27][CH:28]=[CH:29][CH:30]=3)=[NH:25])[CH:8]=2)[NH:3]1.Cl. The catalyst is CO. The product is [O:1]=[C:2]1[CH:10]([CH:11]2[CH2:15][CH2:14][NH:13][CH2:12]2)[C:9]2[C:4](=[CH:5][CH:6]=[C:7]([NH:23][C:24]([C:26]3[S:27][CH:28]=[CH:29][CH:30]=3)=[NH:25])[CH:8]=2)[NH:3]1. The yield is 0.880. (9) The reactants are C([CH:6]([O:10][C:11]([NH:13][CH2:14][C:15]1([CH2:21][C:22]([OH:24])=[O:23])[CH2:20][CH2:19][CH2:18][CH2:17][CH2:16]1)=[O:12])[CH2:7][CH2:8][CH3:9])(=O)C(C)C.ClC1[CH:27]=[C:28]([CH:33]=CC=1)[C:29]([O:31]O)=[O:30].C([O-])(O)=O.[Na+].C(O)(=O)CC(CC(O)=O)(C(O)=O)O. The catalyst is ClCCl. The product is [C:29]([O:31][CH:6]([O:10][C:11]([NH:13][CH2:14][C:15]1([CH2:21][C:22]([OH:24])=[O:23])[CH2:16][CH2:17][CH2:18][CH2:19][CH2:20]1)=[O:12])[CH2:7][CH2:8][CH3:9])(=[O:30])[CH:28]([CH3:33])[CH3:27]. The yield is 0.110.